From a dataset of Reaction yield outcomes from USPTO patents with 853,638 reactions. Predict the reaction yield, written as a fraction of the theoretical maximum amount of product (1.0 means a 100% yield; for example, 0.34 means a 34% yield). (1) The reactants are [Cl:1][C:2]1[CH:7]=[CH:6][C:5]([C:8]2[CH:13]=[CH:12][CH:11]=[CH:10][C:9]=2[C@H:14]([OH:30])[CH:15]2[CH2:20][CH2:19][N:18]([C:21]3[CH:29]=[CH:28][C:24]([C:25](O)=[O:26])=[CH:23][CH:22]=3)[CH2:17][CH2:16]2)=[CH:4][CH:3]=1.[Si:31]([O:38][CH2:39][CH2:40][N:41]([CH2:71][CH3:72])[CH2:42][CH2:43][C@@H:44]([NH:53][C:54]1[CH:59]=[CH:58][C:57]([S:60]([NH2:63])(=[O:62])=[O:61])=[CH:56][C:55]=1[S:64]([C:67]([F:70])([F:69])[F:68])(=[O:66])=[O:65])[CH2:45][S:46][C:47]1[CH:52]=[CH:51][CH:50]=[CH:49][CH:48]=1)([C:34]([CH3:37])([CH3:36])[CH3:35])([CH3:33])[CH3:32].C(Cl)CCl. The catalyst is CN(C1C=CN=CC=1)C.C(Cl)Cl. The product is [Si:31]([O:38][CH2:39][CH2:40][N:41]([CH2:71][CH3:72])[CH2:42][CH2:43][C@@H:44]([NH:53][C:54]1[CH:59]=[CH:58][C:57]([S:60]([NH:63][C:25](=[O:26])[C:24]2[CH:28]=[CH:29][C:21]([N:18]3[CH2:19][CH2:20][CH:15]([C@H:14]([C:9]4[CH:10]=[CH:11][CH:12]=[CH:13][C:8]=4[C:5]4[CH:4]=[CH:3][C:2]([Cl:1])=[CH:7][CH:6]=4)[OH:30])[CH2:16][CH2:17]3)=[CH:22][CH:23]=2)(=[O:61])=[O:62])=[CH:56][C:55]=1[S:64]([C:67]([F:68])([F:69])[F:70])(=[O:66])=[O:65])[CH2:45][S:46][C:47]1[CH:48]=[CH:49][CH:50]=[CH:51][CH:52]=1)([C:34]([CH3:37])([CH3:35])[CH3:36])([CH3:33])[CH3:32]. The yield is 0.620. (2) The reactants are [N+:1]([C:4]1[CH:9]=[CH:8][C:7]([C:10]2[C:18]3[C:13](=[N:14][CH:15]=[N:16][C:17]=3[NH2:19])[NH:12][N:11]=2)=[CH:6][CH:5]=1)([O-:3])=[O:2].C([O-])([O-])=O.[K+].[K+].CS(O[C@@H:31]1[CH2:35][CH2:34][N:33]([C:36]([O:38][C:39]([CH3:42])([CH3:41])[CH3:40])=[O:37])[CH2:32]1)(=O)=O. The catalyst is CN(C=O)C. The product is [NH2:19][C:17]1[N:16]=[CH:15][N:14]=[C:13]2[N:12]([C@H:35]3[CH2:31][CH2:32][N:33]([C:36]([O:38][C:39]([CH3:42])([CH3:41])[CH3:40])=[O:37])[CH2:34]3)[N:11]=[C:10]([C:7]3[CH:6]=[CH:5][C:4]([N+:1]([O-:3])=[O:2])=[CH:9][CH:8]=3)[C:18]=12. The yield is 0.520. (3) The reactants are Br[C:2](=[CH:5][OH:6])[CH:3]=[O:4].O.C1(C)C=CC(S(O)(=O)=O)=CC=1.CC(O)C.Cl.[CH3:24][C:25]1([CH3:32])[CH2:30][NH:29][C:28](=[NH:31])[CH2:27][CH2:26]1.C[O-].[Na+].C(N(CC)CC)C. The catalyst is C1CCCCC1.CCO. The product is [CH3:24][C:25]1([CH3:32])[CH2:30][N:29]2[CH:3]=[C:2]([CH:5]=[O:6])[N:31]=[C:28]2[CH2:27][CH2:26]1.[CH3:24][C:25]1([CH3:32])[CH2:30][N:29]2[C:2]([CH:3]=[O:4])=[CH:5][N:31]=[C:28]2[CH2:27][CH2:26]1. The yield is 0.407. (4) The reactants are [Br:1][C:2]1[C:3]([CH3:12])=[C:4]([C:6]([N+:9]([O-])=O)=[CH:7][CH:8]=1)[NH2:5].[Sn](Cl)Cl.O.[OH-].[Na+]. The catalyst is CCO. The product is [Br:1][C:2]1[C:3]([CH3:12])=[C:4]([NH2:5])[C:6]([NH2:9])=[CH:7][CH:8]=1. The yield is 0.880. (5) The reactants are I[C:2]1[CH:7]=[CH:6][CH:5]=[CH:4][C:3]=1[O:8][CH3:9].[NH:10]1[CH2:15][CH2:14][O:13][CH2:12][CH2:11]1.CC1(C)C2C(=C(P(C3C=CC=CC=3)C3C=CC=CC=3)C=CC=2)OC2C(P(C3C=CC=CC=3)C3C=CC=CC=3)=CC=CC1=2.C(O[Na])(C)(C)C. The catalyst is O1CCOCC1.C1C=CC(/C=C/C(/C=C/C2C=CC=CC=2)=O)=CC=1.C1C=CC(/C=C/C(/C=C/C2C=CC=CC=2)=O)=CC=1.C1C=CC(/C=C/C(/C=C/C2C=CC=CC=2)=O)=CC=1.[Pd].[Pd]. The product is [CH3:9][O:8][C:3]1[CH:4]=[CH:5][CH:6]=[CH:7][C:2]=1[N:10]1[CH2:15][CH2:14][O:13][CH2:12][CH2:11]1. The yield is 0.700. (6) The product is [C:1](/[CH:3]=[CH:4]/[S:5]([C:8]1[CH:9]=[CH:10][C:11]([C:14]([CH3:19])([CH3:18])[C:15]([N:26]([CH2:25][C:24]2[CH:28]=[CH:29][C:21]([F:20])=[CH:22][CH:23]=2)[CH3:27])=[O:17])=[CH:12][CH:13]=1)(=[O:6])=[O:7])#[N:2]. The reactants are [C:1](/[CH:3]=[CH:4]/[S:5]([C:8]1[CH:13]=[CH:12][C:11]([C:14]([CH3:19])([CH3:18])[C:15]([OH:17])=O)=[CH:10][CH:9]=1)(=[O:7])=[O:6])#[N:2].[F:20][C:21]1[CH:29]=[CH:28][C:24]([CH2:25][NH:26][CH3:27])=[CH:23][CH:22]=1.Cl.CN(C)CCCN=C=NCC.ON1C2C=CC=CC=2N=N1. The yield is 0.220. The catalyst is C(#N)C. (7) The reactants are Cl.[CH3:2][O:3][C:4]([C@@H:6]1[CH2:10][C@@H:9]([OH:11])[CH2:8][NH:7]1)=[O:5].C(N(CC)CC)C.[C:19](O[C:19]([O:21][C:22]([CH3:25])([CH3:24])[CH3:23])=[O:20])([O:21][C:22]([CH3:25])([CH3:24])[CH3:23])=[O:20]. The catalyst is C(Cl)Cl. The product is [CH3:2][O:3][C:4]([C@@H:6]1[CH2:10][C@@H:9]([OH:11])[CH2:8][N:7]1[C:19]([O:21][C:22]([CH3:25])([CH3:24])[CH3:23])=[O:20])=[O:5]. The yield is 0.890.